This data is from Full USPTO retrosynthesis dataset with 1.9M reactions from patents (1976-2016). The task is: Predict the reactants needed to synthesize the given product. (1) The reactants are: [F:1][C:2]1[C:3]([CH:8]2[CH2:17][CH2:16][C:15]3[C:10](=[CH:11][C:12]([NH:18][C:19](=[O:21])[CH3:20])=[CH:13][CH:14]=3)[O:9]2)=[N:4][CH:5]=[CH:6][CH:7]=1.[I:22]I.O. Given the product [F:1][C:2]1[C:3]([CH:8]2[CH2:17][CH2:16][C:15]3[C:10](=[CH:11][C:12]([NH:18][C:19](=[O:21])[CH3:20])=[C:13]([I:22])[CH:14]=3)[O:9]2)=[N:4][CH:5]=[CH:6][CH:7]=1, predict the reactants needed to synthesize it. (2) Given the product [Br:1][C:2]1[CH:7]=[CH:6][C:5]([S:8][CH:14]2[CH2:11][CH2:10]2)=[CH:4][C:3]=1[F:9], predict the reactants needed to synthesize it. The reactants are: [Br:1][C:2]1[CH:7]=[CH:6][C:5]([SH:8])=[CH:4][C:3]=1[F:9].[CH3:10][C:11]([CH3:14])([O-])C.[K+].BrC1CC1.COC(C)(C)C.